Dataset: P-glycoprotein inhibition data for predicting drug efflux from Broccatelli et al.. Task: Regression/Classification. Given a drug SMILES string, predict its absorption, distribution, metabolism, or excretion properties. Task type varies by dataset: regression for continuous measurements (e.g., permeability, clearance, half-life) or binary classification for categorical outcomes (e.g., BBB penetration, CYP inhibition). Dataset: pgp_broccatelli. The molecule is COc1cc2c(cc1OC)CN(CCc1ccc(-n3nnc(-c4cc(OC)c(OC)cc4NC(=O)c4cc(=O)c5ccccc5o4)n3)cc1)CC2. The result is 1 (inhibitor).